Dataset: Orexin1 receptor HTS with 218,158 compounds and 233 confirmed actives. Task: Binary Classification. Given a drug SMILES string, predict its activity (active/inactive) in a high-throughput screening assay against a specified biological target. (1) The compound is S1c2c(N(C(=O)C1)C)cc(NC(=O)N1CCN(CC1)c1ccccc1)cc2. The result is 0 (inactive). (2) The drug is Clc1nc2c(c(C(=O)Nc3ccc(cc3)C)c1)cccc2. The result is 0 (inactive). (3) The molecule is O1c2c(N(CC(=O)N3CCCCCC3)C(=O)C1)cc(cc2)C. The result is 0 (inactive). (4) The result is 0 (inactive). The compound is O=C1C(=C/C(=C(/NNc2nc(nc(c3ccccc3)c2)c2ccccc2)C)C=C1)C. (5) The compound is S(=O)(=O)(N1CCOCC1)c1ccc(NC(=O)CN2CCCCC2)cc1. The result is 0 (inactive). (6) The drug is Brc1ccc(C(=O)Cn2nnc3c(c(sc3C(OCC)=O)C)c2=O)cc1. The result is 0 (inactive). (7) The drug is O=c1n(c(N2CCCC2)nc2c1cccc2)c1ccccc1. The result is 0 (inactive). (8) The drug is S(c1c(NC(=O)CN2C(Cc3c2cccc3)C)cccc1)C. The result is 0 (inactive).